Dataset: Full USPTO retrosynthesis dataset with 1.9M reactions from patents (1976-2016). Task: Predict the reactants needed to synthesize the given product. (1) The reactants are: [F:1][C:2]1[CH:7]=[C:6]([I:8])[CH:5]=[CH:4][C:3]=1[NH:9][C:10]([NH2:12])=[O:11].[C:13]([CH2:15][C:16](O)=[O:17])#[N:14].CS(Cl)(=O)=O.O. Given the product [C:13]([CH2:15][C:16]([NH:12][C:10](=[O:11])[NH:9][C:3]1[CH:4]=[CH:5][C:6]([I:8])=[CH:7][C:2]=1[F:1])=[O:17])#[N:14], predict the reactants needed to synthesize it. (2) Given the product [CH2:14]([O:13][C:10]1[CH:11]=[CH:12][C:7]([C:6]([NH:5][CH2:4][CH2:3][NH:2][C:28]([C:26]2[C:25]([C:31]([F:34])([F:32])[F:33])=[N:24][N:23]([C:17]3[CH:22]=[CH:21][CH:20]=[CH:19][CH:18]=3)[CH:27]=2)=[O:29])=[O:16])=[CH:8][CH:9]=1)[CH3:15], predict the reactants needed to synthesize it. The reactants are: Cl.[NH2:2][CH2:3][CH2:4][NH:5][C:6](=[O:16])[C:7]1[CH:12]=[CH:11][C:10]([O:13][CH2:14][CH3:15])=[CH:9][CH:8]=1.[C:17]1([N:23]2[CH:27]=[C:26]([C:28](O)=[O:29])[C:25]([C:31]([F:34])([F:33])[F:32])=[N:24]2)[CH:22]=[CH:21][CH:20]=[CH:19][CH:18]=1.Cl.C(N=C=NCCCN(C)C)C.C1C=CC2N(O)N=NC=2C=1.C(N(CC)CC)C. (3) The reactants are: O.[O-][C:3]#[N:4].[Na+].[CH:6]([N:19]1[CH2:22][CH:21](OS(C)(=O)=O)[CH2:20]1)([C:13]1[CH:18]=[CH:17][CH:16]=[CH:15][CH:14]=1)[C:7]1[CH:12]=[CH:11][CH:10]=[CH:9][CH:8]=1.C(=O)([O-])[O-].[Na+].[Na+]. Given the product [CH:6]([N:19]1[CH2:22][CH:21]([C:3]#[N:4])[CH2:20]1)([C:13]1[CH:14]=[CH:15][CH:16]=[CH:17][CH:18]=1)[C:7]1[CH:8]=[CH:9][CH:10]=[CH:11][CH:12]=1, predict the reactants needed to synthesize it. (4) The reactants are: [C:1]([C@H:5]1[C:32](=[O:33])[N:31]2[CH2:34][C@@H:28]([CH2:29][C@H:30]2[C:35]([NH:37][C@:38]2([C:43](=[O:51])[NH:44][S:45]([CH:48]3[CH2:50][CH2:49]3)(=[O:47])=[O:46])[CH2:40][C@H:39]2[CH:41]=[CH2:42])=[O:36])[O:27][C:17]2=[N:18][C:19]3[CH:20]=[CH:21][CH:22]=[CH:23][C:24]=3[C:25]([OH:26])=[C:16]2[CH2:15][CH:14]=[CH:13][CH2:12][CH2:11][C@@H:10]2[CH2:52][CH2:53][CH2:54][C@H:9]2[O:8][C:7](=[O:55])[NH:6]1)([CH3:4])([CH3:3])[CH3:2].[N:56]1([CH2:62][CH2:63]O)[CH2:61][CH2:60][CH2:59][CH2:58][CH2:57]1.CP(C)C.CC(OC(/N=N/C(OC(C)C)=O)=O)C. Given the product [C:1]([C@H:5]1[C:32](=[O:33])[N:31]2[CH2:34][C@@H:28]([CH2:29][C@H:30]2[C:35]([NH:37][C@:38]2([C:43](=[O:51])[NH:44][S:45]([CH:48]3[CH2:50][CH2:49]3)(=[O:46])=[O:47])[CH2:40][C@H:39]2[CH:41]=[CH2:42])=[O:36])[O:27][C:17]2=[N:18][C:19]3[CH:20]=[CH:21][CH:22]=[CH:23][C:24]=3[C:25]([O:26][CH2:63][CH2:62][N:56]3[CH2:61][CH2:60][CH2:59][CH2:58][CH2:57]3)=[C:16]2[CH2:15][CH:14]=[CH:13][CH2:12][CH2:11][C@@H:10]2[CH2:52][CH2:53][CH2:54][C@H:9]2[O:8][C:7](=[O:55])[NH:6]1)([CH3:2])([CH3:3])[CH3:4], predict the reactants needed to synthesize it. (5) Given the product [C:2](=[O:3])([O:11][CH2:8][C:9]#[CH:10])[O:4][CH:5]([F:7])[CH3:6], predict the reactants needed to synthesize it. The reactants are: F[C:2]([O:4][CH:5]([F:7])[CH3:6])=[O:3].[CH2:8]([OH:11])[C:9]#[CH:10]. (6) Given the product [CH3:3][CH:4]1[C:12]2[C:7](=[CH:8][CH:9]=[CH:10][CH:11]=2)[CH:6]([OH:13])[CH2:5]1, predict the reactants needed to synthesize it. The reactants are: [BH4-].[Na+].[CH3:3][CH:4]1[C:12]2[C:7](=[CH:8][CH:9]=[CH:10][CH:11]=2)[C:6](=[O:13])[CH2:5]1. (7) Given the product [CH2:18]([N:25]1[CH2:30][C:29]2[NH:1][C:2]3[CH2:6][CH2:5][C:4](=[O:7])[C:3]=3[CH:12]([C:11]3[CH:14]=[CH:15][C:16]([F:17])=[C:9]([Br:8])[CH:10]=3)[C:28]=2[C:27](=[O:32])[CH2:26]1)[C:19]1[CH:20]=[CH:21][CH:22]=[CH:23][CH:24]=1, predict the reactants needed to synthesize it. The reactants are: [NH2:1][C:2]1[CH2:6][CH2:5][C:4](=[O:7])[CH:3]=1.[Br:8][C:9]1[CH:10]=[C:11]([CH:14]=[CH:15][C:16]=1[F:17])[CH:12]=O.[CH2:18]([N:25]1[CH2:30][C:29](=O)[CH2:28][C:27](=[O:32])[CH2:26]1)[C:19]1[CH:24]=[CH:23][CH:22]=[CH:21][CH:20]=1.